From a dataset of Forward reaction prediction with 1.9M reactions from USPTO patents (1976-2016). Predict the product of the given reaction. Given the reactants [Br:1][C:2]1[CH:3]=[N:4][C:5]2[C:10]([CH:11]=1)=[CH:9][C:8]([OH:12])=[CH:7][CH:6]=2.[CH2:13]([O:15][C:16](=[O:21])[CH:17](Br)[CH2:18][CH3:19])[CH3:14].C(=O)([O-])[O-].[K+].[K+], predict the reaction product. The product is: [CH2:13]([O:15][C:16](=[O:21])[CH:17]([O:12][C:8]1[CH:9]=[C:10]2[C:5](=[CH:6][CH:7]=1)[N:4]=[CH:3][C:2]([Br:1])=[CH:11]2)[CH2:18][CH3:19])[CH3:14].